From a dataset of Forward reaction prediction with 1.9M reactions from USPTO patents (1976-2016). Predict the product of the given reaction. Given the reactants C(O[C:6]([N:8]1[CH2:15][C:14](=[CH2:16])[CH2:13][C@H:9]1[C:10]([OH:12])=O)=[O:7])(C)(C)C.[CH3:17][N:18]([CH3:25])[CH2:19][CH2:20][CH2:21]C(Cl)=O.[CH2:26]([N:28]1[C:40]2[CH:39]=[CH:38][C:37]([NH2:41])=[CH:36][C:35]=2[C:34]2[C:29]1=[CH:30][CH:31]=[CH:32][CH:33]=2)[CH3:27], predict the reaction product. The product is: [CH3:17][N:18]([CH3:25])[CH2:19][CH2:20][CH2:21][C:6]([N:8]1[CH2:15][C:14](=[CH2:16])[CH2:13][C@H:9]1[C:10]([NH:41][C:37]1[CH:38]=[CH:39][C:40]2[N:28]([CH2:26][CH3:27])[C:29]3[C:34]([C:35]=2[CH:36]=1)=[CH:33][CH:32]=[CH:31][CH:30]=3)=[O:12])=[O:7].